Task: Predict the reactants needed to synthesize the given product.. Dataset: Full USPTO retrosynthesis dataset with 1.9M reactions from patents (1976-2016) (1) Given the product [CH3:24][Si:23]([CH3:26])([CH3:25])[CH2:22][CH2:21][O:20][CH2:19][N:10]1[C:11]2[C:18]3[CH:17]=[CH:16][S:15][C:14]=3[CH2:13][C:12]=2[C:8]([C:4]2[CH:3]=[C:2]([NH:30][C:27](=[O:29])[CH3:28])[CH:7]=[CH:6][CH:5]=2)=[N:9]1, predict the reactants needed to synthesize it. The reactants are: Br[C:2]1[CH:3]=[C:4]([C:8]2[C:12]3[CH2:13][C:14]4[S:15][CH:16]=[CH:17][C:18]=4[C:11]=3[N:10]([CH2:19][O:20][CH2:21][CH2:22][Si:23]([CH3:26])([CH3:25])[CH3:24])[N:9]=2)[CH:5]=[CH:6][CH:7]=1.[C:27]([NH2:30])(=[O:29])[CH3:28].C([O-])([O-])=O.[Cs+].[Cs+].CC1(C)C2C(=C(P(C3C=CC=CC=3)C3C=CC=CC=3)C=CC=2)OC2C(P(C3C=CC=CC=3)C3C=CC=CC=3)=CC=CC1=2. (2) Given the product [CH2:13]([O:12][C:10]([C:9]1[NH:15][C:2]2[CH2:7][C@@H:6]3[CH2:5][C@@H:4]3[C:3]=2[CH:8]=1)=[O:11])[CH3:14], predict the reactants needed to synthesize it. The reactants are: Cl[C:2]1[CH2:7][CH:6]2[CH:4]([CH2:5]2)[C:3]=1/[CH:8]=[CH:9]/[C:10]([O:12][CH2:13][CH3:14])=[O:11].[N-:15]=[N+]=[N-].[Na+]. (3) Given the product [OH:43][CH2:42][CH2:41][NH:40][C:7]1[N:8]=[C:3]([NH:2][CH3:1])[C:4]2[C:15]([C:16]3[CH:21]=[CH:20][CH:19]=[CH:18][CH:17]=3)=[C:14]([C:22]3[CH:23]=[CH:24][C:25]([C:28]4([NH:32][C:33](=[O:39])[O:34][C:35]([CH3:37])([CH3:38])[CH3:36])[CH2:29][CH2:30][CH2:31]4)=[CH:26][CH:27]=3)[O:13][C:5]=2[N:6]=1, predict the reactants needed to synthesize it. The reactants are: [CH3:1][NH:2][C:3]1[C:4]2[C:15]([C:16]3[CH:21]=[CH:20][CH:19]=[CH:18][CH:17]=3)=[C:14]([C:22]3[CH:27]=[CH:26][C:25]([C:28]4([NH:32][C:33](=[O:39])[O:34][C:35]([CH3:38])([CH3:37])[CH3:36])[CH2:31][CH2:30][CH2:29]4)=[CH:24][CH:23]=3)[O:13][C:5]=2[N:6]=[C:7](S(C)(=O)=O)[N:8]=1.[NH2:40][CH2:41][CH2:42][OH:43].FC(F)(F)C1C=CC=CC=1. (4) Given the product [CH2:1]([O:3][C:4]([CH:6]1[CH2:11][CH2:10][CH2:9][CH2:8][N:7]1[NH:12][CH2:13][CH2:14][C:15]([CH3:16])([CH3:18])[CH3:17])=[O:5])[CH3:2], predict the reactants needed to synthesize it. The reactants are: [CH2:1]([O:3][C:4]([CH:6]1[CH2:11][CH2:10][CH2:9][CH2:8][N:7]1[N:12]=[CH:13][CH2:14][C:15]([CH3:18])([CH3:17])[CH3:16])=[O:5])[CH3:2].C(O)(=O)C.C([BH3-])#N.[Na+]. (5) Given the product [CH2:1]([O:6][C:7]1[CH:8]=[C:9]([CH:15]=[CH:16][CH:17]=1)[C:10]([OH:12])=[O:11])[CH:2]([CH3:4])[CH3:3], predict the reactants needed to synthesize it. The reactants are: [CH2:1](Br)[CH:2]([CH3:4])[CH3:3].[OH:6][C:7]1[CH:8]=[C:9]([CH:15]=[CH:16][CH:17]=1)[C:10]([O:12]CC)=[O:11].C(=O)([O-])[O-].[K+].[K+].C(OC1C=C(C=CC=1)C(O)=O)CC. (6) Given the product [Cl:1][C:2]1[CH:3]=[C:4]2[C:14](=[CH:15][CH:16]=1)[C:8]1([CH2:13][CH2:12][O:11][CH2:10][CH2:9]1)[C:7]([OH:17])=[C:6]([C:18](=[O:23])[CH2:19][CH2:20][C:21]([OH:25])=[O:22])[C:5]2=[O:24], predict the reactants needed to synthesize it. The reactants are: [Cl:1][C:2]1[CH:3]=[C:4]2[C:14](=[CH:15][CH:16]=1)[C:8]1([CH2:13][CH2:12][O:11][CH2:10][CH2:9]1)[C:7]([OH:17])=[C:6]([C:18](=[O:23])[CH2:19][CH2:20][CH:21]=[O:22])[C:5]2=[O:24].[OH:25]OS([O-])=O.[K+].